This data is from Cav3 T-type calcium channel HTS with 100,875 compounds. The task is: Binary Classification. Given a drug SMILES string, predict its activity (active/inactive) in a high-throughput screening assay against a specified biological target. The drug is S(=O)(=O)(N1CCN=C1C)c1ccc(NC(=O)C)cc1. The result is 0 (inactive).